The task is: Predict the reaction yield, written as a fraction of the theoretical maximum amount of product (1.0 means a 100% yield; for example, 0.34 means a 34% yield).. This data is from Reaction yield outcomes from USPTO patents with 853,638 reactions. (1) The reactants are [I:1][C:2]1[CH:12]=[CH:11][C:5]([O:6][CH2:7][C:8]([OH:10])=O)=[CH:4][CH:3]=1.[NH2:13][C:14]1[CH:15]=[C:16]([CH:20]=[CH:21][CH:22]=1)[C:17]([NH2:19])=[O:18].Cl.CN(C)CCCN=C=NCC.ON1C2C=CC=CC=2N=N1.C(N(CC)C(C)C)(C)C. The catalyst is CN(C=O)C. The product is [I:1][C:2]1[CH:3]=[CH:4][C:5]([O:6][CH2:7][C:8]([NH:13][C:14]2[CH:15]=[C:16]([CH:20]=[CH:21][CH:22]=2)[C:17]([NH2:19])=[O:18])=[O:10])=[CH:11][CH:12]=1. The yield is 0.884. (2) The reactants are Br[C:2]1[CH:7]=[CH:6][CH:5]=[C:4]([C:8]([F:11])([F:10])[F:9])[N:3]=1.C([Li])CCC.[C:17]([N:24]1[CH2:29][CH2:28][C:27](=[O:30])[CH2:26][CH2:25]1)([O:19][C:20]([CH3:23])([CH3:22])[CH3:21])=[O:18].O. The catalyst is O1CCCC1. The product is [C:20]([O:19][C:17]([N:24]1[CH2:29][CH2:28][C:27]([OH:30])([C:2]2[CH:7]=[CH:6][CH:5]=[C:4]([C:8]([F:11])([F:10])[F:9])[N:3]=2)[CH2:26][CH2:25]1)=[O:18])([CH3:23])([CH3:21])[CH3:22]. The yield is 0.980. (3) The reactants are [CH:1]([C:3]1[CH:8]=[CH:7][C:6](B(O)O)=[CH:5][CH:4]=1)=[CH2:2].Cl[C:13]1[CH:18]=[CH:17][C:16]([C:19]2[CH:24]=[CH:23][CH:22]=[CH:21][N:20]=2)=[CH:15][CH:14]=1.F[K].C(P)(C)(C)C.P(C(C)(C)C)(C(C)(C)C)C(C)(C)C. The yield is 0.450. The product is [CH:1]([C:3]1[CH:8]=[CH:7][C:6]([C:13]2[CH:14]=[CH:15][C:16]([C:19]3[CH:24]=[CH:23][CH:22]=[CH:21][N:20]=3)=[CH:17][CH:18]=2)=[CH:5][CH:4]=1)=[CH2:2]. The catalyst is C(=CC(C=CC1C=CC=CC=1)=O)C1C=CC=CC=1.C(=CC(C=CC1C=CC=CC=1)=O)C1C=CC=CC=1.C(=CC(C=CC1C=CC=CC=1)=O)C1C=CC=CC=1.[Pd].O1CCOCC1. (4) The reactants are [Cl:1][C:2]1[CH:9]=[C:8]([Cl:10])[CH:7]=[C:6]([OH:11])[C:3]=1[CH:4]=[O:5].[C:12](=O)([O-])[O-].[K+].[K+].IC. The catalyst is CN(C)C=O.O. The product is [Cl:1][C:2]1[CH:9]=[C:8]([Cl:10])[CH:7]=[C:6]([O:11][CH3:12])[C:3]=1[CH:4]=[O:5]. The yield is 0.970. (5) The reactants are [CH:1]([C:3]1[N:8]=[N:7][C:6]2[O:9][CH2:10][CH2:11][O:12][C:5]=2[CH:4]=1)=C.I([O-])(=O)(=O)=[O:14].[Na+]. The catalyst is O1CCOCC1.O.[Os](=O)(=O)(=O)=O. The product is [N:7]1[C:6]2[O:9][CH2:10][CH2:11][O:12][C:5]=2[CH:4]=[C:3]([CH:1]=[O:14])[N:8]=1. The yield is 0.640. (6) The yield is 0.480. The reactants are [NH2:1][C:2]1[CH:3]=[CH:4][C:5]([C:15]([CH3:19])([CH3:18])[C:16]#[N:17])=[C:6]([C:8]2[CH:13]=[CH:12][C:11]([Cl:14])=[CH:10][CH:9]=2)[CH:7]=1.[CH3:20][O:21][C:22]1[CH:23]=[C:24]([CH:28]=[CH:29][C:30]=1[O:31][CH3:32])[C:25](Cl)=[O:26].C(N(CC)CC)C. The product is [Cl:14][C:11]1[CH:12]=[CH:13][C:8]([C:6]2[C:5]([C:15]([C:16]#[N:17])([CH3:19])[CH3:18])=[CH:4][CH:3]=[C:2]([NH:1][C:25](=[O:26])[C:24]3[CH:28]=[CH:29][C:30]([O:31][CH3:32])=[C:22]([O:21][CH3:20])[CH:23]=3)[CH:7]=2)=[CH:9][CH:10]=1. The catalyst is C(Cl)Cl.